Dataset: Forward reaction prediction with 1.9M reactions from USPTO patents (1976-2016). Task: Predict the product of the given reaction. (1) Given the reactants [CH3:1][O:2][C:3]([O:8][CH3:9])([CH3:7])[C:4]([NH2:6])=[O:5].CO[C:12](OC)([N:14]([CH3:16])[CH3:15])[CH3:13], predict the reaction product. The product is: [CH3:15][N:14]([CH3:16])[C:12](=[N:6][C:4](=[O:5])[C:3]([O:8][CH3:9])([O:2][CH3:1])[CH3:7])[CH3:13]. (2) The product is: [O:8]=[C:9]1[CH:18]=[CH:17][C:12]([C:13]([O:15][CH3:16])=[O:14])=[CH:11][NH:10]1. Given the reactants COC1C=CC(C[O:8][C:9]2[CH:18]=[CH:17][C:12]([C:13]([O:15][CH3:16])=[O:14])=[CH:11][N:10]=2)=CC=1.C1(OC)C=CC=CC=1, predict the reaction product. (3) Given the reactants Br[C:2]1[CH:7]=[CH:6][CH:5]=[CH:4][N:3]=1.[CH3:8][O:9][C:10]1[CH:15]=[CH:14][C:13]([NH2:16])=[CH:12][CH:11]=1.C1C=CC(P(C2C(C3C(P(C4C=CC=CC=4)C4C=CC=CC=4)=CC=C4C=3C=CC=C4)=C3C(C=CC=C3)=CC=2)C2C=CC=CC=2)=CC=1.CC([O-])(C)C.[K+], predict the reaction product. The product is: [CH3:8][O:9][C:10]1[CH:15]=[CH:14][C:13]([NH:16][C:2]2[CH:7]=[CH:6][CH:5]=[CH:4][N:3]=2)=[CH:12][CH:11]=1. (4) Given the reactants Br[C:2]1[CH:3]=[C:4]2[C:9](=[CH:10][CH:11]=1)[N:8]=[CH:7][C:6]([C:12]([CH:14]1[CH2:16][CH2:15]1)=[O:13])=[C:5]2[NH:17][C@H:18]1[CH2:23][CH2:22][C@H:21]([CH2:24][N:25]2[CH2:29][CH2:28][CH2:27][CH2:26]2)[CH2:20][CH2:19]1.[Cl:30][C:31]1[CH:36]=[C:35](B2OC(C)(C)C(C)(C)O2)[CH:34]=[C:33]([F:46])[C:32]=1[OH:47], predict the reaction product. The product is: [Cl:30][C:31]1[CH:36]=[C:35]([C:2]2[CH:3]=[C:4]3[C:9](=[CH:10][CH:11]=2)[N:8]=[CH:7][C:6]([C:12]([CH:14]2[CH2:15][CH2:16]2)=[O:13])=[C:5]3[NH:17][C@H:18]2[CH2:23][CH2:22][C@H:21]([CH2:24][N:25]3[CH2:29][CH2:28][CH2:27][CH2:26]3)[CH2:20][CH2:19]2)[CH:34]=[C:33]([F:46])[C:32]=1[OH:47]. (5) Given the reactants [F:1][C:2]1([F:23])[CH2:5][CH:4]([C:6]2[C:14]([C:15]3[NH:19][C:18]([CH2:20][CH3:21])=[N:17][N:16]=3)=[CH:13][C:9]([C:10](O)=[O:11])=[C:8]([CH3:22])[CH:7]=2)[CH2:3]1.Cl.[NH:25]1[CH2:30][CH2:29][CH:28]([C:31]2[CH:38]=[CH:37][C:34]([C:35]#[N:36])=[CH:33][CH:32]=2)[CH2:27][CH2:26]1.CCN=C=NCCCN(C)C.Cl, predict the reaction product. The product is: [F:23][C:2]1([F:1])[CH2:5][CH:4]([C:6]2[C:14]([C:15]3[NH:19][C:18]([CH2:20][CH3:21])=[N:17][N:16]=3)=[CH:13][C:9]([C:10]([N:25]3[CH2:30][CH2:29][CH:28]([C:31]4[CH:38]=[CH:37][C:34]([C:35]#[N:36])=[CH:33][CH:32]=4)[CH2:27][CH2:26]3)=[O:11])=[C:8]([CH3:22])[CH:7]=2)[CH2:3]1. (6) Given the reactants Cl[C:2]1[NH:3][C:4](=[O:13])[C:5]2[C:10]([CH:11]=1)=[C:9]([CH3:12])[CH:8]=[CH:7][CH:6]=2.[CH3:14][N:15]([CH3:21])[CH:16]1[CH2:20][CH2:19][NH:18][CH2:17]1, predict the reaction product. The product is: [CH3:14][N:15]([CH3:21])[CH:16]1[CH2:20][CH2:19][N:18]([C:2]2[NH:3][C:4](=[O:13])[C:5]3[C:10]([CH:11]=2)=[C:9]([CH3:12])[CH:8]=[CH:7][CH:6]=3)[CH2:17]1. (7) Given the reactants [NH2:1][C:2]1[S:3][CH:4]=[C:5]([C:7]([OH:9])=O)[N:6]=1.[NH2:10][C@@H:11]([CH3:28])[CH2:12][N:13]1[CH:17]=[CH:16][C:15]([C:18]2[CH:25]=[CH:24][C:21]([C:22]#[N:23])=[C:20]([Cl:26])[C:19]=2[CH3:27])=[N:14]1, predict the reaction product. The product is: [NH2:1][C:2]1[S:3][CH:4]=[C:5]([C:7]([NH:10][C@@H:11]([CH3:28])[CH2:12][N:13]2[CH:17]=[CH:16][C:15]([C:18]3[CH:25]=[CH:24][C:21]([C:22]#[N:23])=[C:20]([Cl:26])[C:19]=3[CH3:27])=[N:14]2)=[O:9])[N:6]=1.